This data is from Full USPTO retrosynthesis dataset with 1.9M reactions from patents (1976-2016). The task is: Predict the reactants needed to synthesize the given product. (1) Given the product [N:25]1[CH:30]=[CH:29][CH:28]=[C:27]([C:31]2[CH:36]=[CH:35][C:34]([NH:37][C:21]3[N:20]=[CH:19][C:18]4=[CH:17][CH:16]=[C:15]([C:11]5[CH:12]=[CH:13][CH:14]=[C:9]([S:6]([N:1]6[CH2:5][CH2:4][CH2:3][CH2:2]6)(=[O:8])=[O:7])[CH:10]=5)[N:23]4[N:22]=3)=[CH:33][CH:32]=2)[CH:26]=1, predict the reactants needed to synthesize it. The reactants are: [N:1]1([S:6]([C:9]2[CH:10]=[C:11]([C:15]3[N:23]4[C:18]([CH:19]=[N:20][C:21](O)=[N:22]4)=[CH:17][CH:16]=3)[CH:12]=[CH:13][CH:14]=2)(=[O:8])=[O:7])[CH2:5][CH2:4][CH2:3][CH2:2]1.[N:25]1[CH:30]=[CH:29][CH:28]=[C:27]([C:31]2[CH:36]=[CH:35][C:34]([NH2:37])=[CH:33][CH:32]=2)[CH:26]=1. (2) Given the product [Cl:1][C:2]1[S:6][C:5]([C:7]([NH:9][CH2:10][C:11]2[N:12]=[CH:13][N:14]([C:16]3[CH:21]=[CH:20][C:19]([N:23]4[CH2:28][CH2:27][CH2:26][NH:25][C:24]4=[O:29])=[CH:18][CH:17]=3)[CH:15]=2)=[O:8])=[CH:4][CH:3]=1, predict the reactants needed to synthesize it. The reactants are: [Cl:1][C:2]1[S:6][C:5]([C:7]([NH:9][CH2:10][C:11]2[N:12]=[CH:13][N:14]([C:16]3[CH:21]=[CH:20][C:19](I)=[CH:18][CH:17]=3)[CH:15]=2)=[O:8])=[CH:4][CH:3]=1.[NH:23]1[CH2:28][CH2:27][CH2:26][NH:25][C:24]1=[O:29].N[C@@H]1CCCC[C@H]1N.[O-]P([O-])([O-])=O.[K+].[K+].[K+]. (3) Given the product [F:38][C@H:2]1[CH2:7][CH2:6][C@H:5]([CH2:8][C@H:9]([NH:23][C:24](=[O:30])[O:25][C:26]([CH3:29])([CH3:28])[CH3:27])[CH2:10][N:11]([C:13]([O:15][CH2:16][C:17]2[CH:22]=[CH:21][CH:20]=[CH:19][CH:18]=2)=[O:14])[CH3:12])[CH2:4][CH2:3]1, predict the reactants needed to synthesize it. The reactants are: O[C@H:2]1[CH2:7][CH2:6][C@H:5]([CH2:8][C@H:9]([NH:23][C:24](=[O:30])[O:25][C:26]([CH3:29])([CH3:28])[CH3:27])[CH2:10][N:11]([C:13]([O:15][CH2:16][C:17]2[CH:22]=[CH:21][CH:20]=[CH:19][CH:18]=2)=[O:14])[CH3:12])[CH2:4][CH2:3]1.CCN(CC)CC.[F:38]C(F)(S(F)(=O)=O)C(F)(F)C(F)(F)C(F)(F)F.C1COCC1. (4) Given the product [CH:1]([C:4]1[CH:8]=[N:7][N:6]([C:9]2[CH:14]=[CH:13][CH:12]=[CH:11][C:10]=2[O:15][C:16]([F:19])([F:17])[F:18])[C:5]=1[CH2:20][O:21][C:22]1[N:27]=[C:26]([CH3:28])[C:25]([NH2:29])=[CH:24][CH:23]=1)([CH3:3])[CH3:2], predict the reactants needed to synthesize it. The reactants are: [CH:1]([C:4]1[CH:8]=[N:7][N:6]([C:9]2[CH:14]=[CH:13][CH:12]=[CH:11][C:10]=2[O:15][C:16]([F:19])([F:18])[F:17])[C:5]=1[CH2:20][O:21][C:22]1[N:27]=[C:26]([CH3:28])[C:25]([N+:29]([O-])=O)=[CH:24][CH:23]=1)([CH3:3])[CH3:2]. (5) Given the product [OH:45][C@H:44]1[C@@H:43]([OH:46])[CH2:42][N:41]([CH2:47][CH2:48][OH:49])[C@@H:40]1[CH2:39][NH:38][C:32]([N:12]1[C@@:13]([C:25]2[CH:26]=[CH:27][C:28]([Cl:31])=[CH:29][CH:30]=2)([CH3:24])[C@@:14]([C:17]2[CH:22]=[CH:21][C:20]([Cl:23])=[CH:19][CH:18]=2)([CH3:16])[N:15]=[C:11]1[C:8]1[CH:9]=[N:10][C:5]([C:1]([CH3:2])([CH3:3])[CH3:4])=[CH:6][C:7]=1[O:35][CH2:36][CH3:37])=[O:33], predict the reactants needed to synthesize it. The reactants are: [C:1]([C:5]1[N:10]=[CH:9][C:8]([C:11]2[N:12]([C:32](Cl)=[O:33])[C@@:13]([C:25]3[CH:30]=[CH:29][C:28]([Cl:31])=[CH:27][CH:26]=3)([CH3:24])[C@@:14]([C:17]3[CH:22]=[CH:21][C:20]([Cl:23])=[CH:19][CH:18]=3)([CH3:16])[N:15]=2)=[C:7]([O:35][CH2:36][CH3:37])[CH:6]=1)([CH3:4])([CH3:3])[CH3:2].[NH2:38][CH2:39][C@@H:40]1[C@@H:44]([OH:45])[C@@H:43]([OH:46])[CH2:42][N:41]1[CH2:47][CH2:48][OH:49]. (6) Given the product [CH3:1][N:2]([CH3:15])[C:3]1[S:4][C:5]2[CH:11]=[CH:10][C:9]([NH2:12])=[CH:8][C:6]=2[N:7]=1, predict the reactants needed to synthesize it. The reactants are: [CH3:1][N:2]([CH3:15])[C:3]1[S:4][C:5]2[CH:11]=[CH:10][C:9]([N+:12]([O-])=O)=[CH:8][C:6]=2[N:7]=1.S1C2C=CC(N)=CC=2N=C1.